This data is from HIV replication inhibition screening data with 41,000+ compounds from the AIDS Antiviral Screen. The task is: Binary Classification. Given a drug SMILES string, predict its activity (active/inactive) in a high-throughput screening assay against a specified biological target. (1) The molecule is COC1CCC=C(C=O)O1. The result is 0 (inactive). (2) The drug is S=C(c1cc(Br)ccc1Br)N1CN2CCN(C2)C1. The result is 0 (inactive). (3) The compound is Cc1ccc(NC(=S)NC=C(C(N)=O)C(N)=O)c(C)c1. The result is 0 (inactive). (4) The molecule is ClC1(Cl)C2CCOC21n1cnc2ccccc21. The result is 0 (inactive). (5) The drug is C1CN[Co-4]23(N1)(NCCN2)NCCN3. The result is 0 (inactive). (6) The drug is CC1(C)COC(C2(C)C(=O)C=C(c3ccccc3)c3ccccc32)=N1. The result is 0 (inactive). (7) The drug is c1ccc(CCN2CCc3[nH]c4ccccc4c3C2)cc1. The result is 0 (inactive). (8) The result is 0 (inactive). The drug is c1ccc(-c2ccccc2SSc2ccccc2-c2ccccc2)cc1. (9) The compound is CCCCCCCCCCCCCC(=O)OCC1OC(n2cc(F)c(=O)[nH]c2=O)C(N)C(OC(=O)CCCCCCCCCCCCC)C1O. The result is 0 (inactive). (10) The result is 0 (inactive). The compound is CCCCCCCCCCCCCCCCOCC(COC1OC(CO)C(O)C(O)C1O)OCCCCCCCCCCCCCCCC.ClC(Cl)Cl.